From a dataset of Full USPTO retrosynthesis dataset with 1.9M reactions from patents (1976-2016). Predict the reactants needed to synthesize the given product. (1) Given the product [CH3:19][O:20][C:21]1[CH:27]=[CH:26][C:24]([NH:25][C:8](=[N:9][C:10]#[N:11])[O:12][C:13]2[CH:14]=[CH:15][CH:16]=[CH:17][CH:18]=2)=[CH:23][CH:22]=1, predict the reactants needed to synthesize it. The reactants are: C1C=CC(O[C:8]([O:12][C:13]2[CH:18]=[CH:17][CH:16]=[CH:15][CH:14]=2)=[N:9][C:10]#[N:11])=CC=1.[CH3:19][O:20][C:21]1[CH:27]=[CH:26][C:24]([NH2:25])=[CH:23][CH:22]=1. (2) Given the product [Cl:27][C:24]1[CH:25]=[CH:26][C:21]([C@@H:19]([NH:18][C:16](=[O:17])[N:15]([CH2:14][C:11]2[CH:10]=[CH:9][C:8]([C:7]([NH:6][CH2:5][CH2:4][C:3]([OH:41])=[O:2])=[O:40])=[CH:13][CH:12]=2)[C:28]2[CH:33]=[CH:32][C:31]([CH:34]3[CH2:35][CH2:36][CH2:37][CH2:38][CH2:39]3)=[CH:30][CH:29]=2)[CH3:20])=[CH:22][CH:23]=1, predict the reactants needed to synthesize it. The reactants are: C[O:2][C:3](=[O:41])[CH2:4][CH2:5][NH:6][C:7](=[O:40])[C:8]1[CH:13]=[CH:12][C:11]([CH2:14][N:15]([C:28]2[CH:33]=[CH:32][C:31]([CH:34]3[CH2:39][CH2:38][CH2:37][CH2:36][CH2:35]3)=[CH:30][CH:29]=2)[C:16]([NH:18][C@H:19]([C:21]2[CH:26]=[CH:25][C:24]([Cl:27])=[CH:23][CH:22]=2)[CH3:20])=[O:17])=[CH:10][CH:9]=1.[OH-].[Na+].Cl. (3) Given the product [F:1][C:2]1([C:6]2[C:11]([O:12][CH2:13][C:14]([F:17])([F:16])[F:15])=[CH:10][C:9]([C:21]#[N:22])=[N:8][CH:7]=2)[CH2:5][CH2:4][CH2:3]1, predict the reactants needed to synthesize it. The reactants are: [F:1][C:2]1([C:6]2[CH:7]=[N+:8]([O-])[CH:9]=[CH:10][C:11]=2[O:12][CH2:13][C:14]([F:17])([F:16])[F:15])[CH2:5][CH2:4][CH2:3]1.C[Si](C)(C)[C:21]#[N:22].CN(C)C(Cl)=O. (4) Given the product [C:1]([O:5][C:6]([NH:8][N:9]([CH2:16][CH:15]=[CH2:14])[CH:10]1[CH2:11][CH2:12][CH2:13]1)=[O:7])([CH3:4])([CH3:2])[CH3:3], predict the reactants needed to synthesize it. The reactants are: [C:1]([O:5][C:6]([NH:8][NH:9][CH:10]1[CH2:13][CH2:12][CH2:11]1)=[O:7])([CH3:4])([CH3:3])[CH3:2].[CH2:14](Br)[CH:15]=[CH2:16].C(=O)([O-])[O-].[K+].[K+].[I-].[Li+]. (5) Given the product [NH2:19][C:13]1[CH:12]=[C:6]([C:7]([O:9][CH2:10][CH3:11])=[O:8])[C:5]2[CH:4]=[CH:3][NH:16][C:15]=2[CH:14]=1, predict the reactants needed to synthesize it. The reactants are: CN(C)/[CH:3]=[CH:4]/[C:5]1[C:15]([N+:16]([O-])=O)=[CH:14][C:13]([N+:19]([O-])=O)=[CH:12][C:6]=1[C:7]([O:9][CH2:10][CH3:11])=[O:8].Cl[Sn]Cl. (6) Given the product [Cl:12][C:13]1[CH:18]=[C:17]([CH:16]=[C:15]([Cl:21])[C:14]=1[O:22][C:6]1[CH:7]=[CH:8][C:3]([O:2][CH3:1])=[CH:4][CH:5]=1)[CH2:19][OH:20], predict the reactants needed to synthesize it. The reactants are: [CH3:1][O:2][C:3]1[CH:8]=[CH:7][C:6](B(O)O)=[CH:5][CH:4]=1.[Cl:12][C:13]1[CH:18]=[C:17]([CH2:19][OH:20])[CH:16]=[C:15]([Cl:21])[C:14]=1[OH:22].N1C=CC=CC=1.C(N(CC)CC)C. (7) Given the product [Br:1][C:2]1[S:3][C:4]([N:11]([CH2:14][CH3:15])[CH2:12][CH3:13])=[C:5]([CH3:10])[C:6]=1[C:7]([NH:17][CH2:18][C:19]1[C:20](=[O:27])[NH:21][C:22]([CH3:26])=[CH:23][C:24]=1[CH3:25])=[O:9], predict the reactants needed to synthesize it. The reactants are: [Br:1][C:2]1[S:3][C:4]([N:11]([CH2:14][CH3:15])[CH2:12][CH3:13])=[C:5]([CH3:10])[C:6]=1[C:7]([OH:9])=O.Cl.[NH2:17][CH2:18][C:19]1[C:20](=[O:27])[NH:21][C:22]([CH3:26])=[CH:23][C:24]=1[CH3:25].C(Cl)CCl.C1C=NC2N(O)N=NC=2C=1.CN1CCOCC1.